This data is from Forward reaction prediction with 1.9M reactions from USPTO patents (1976-2016). The task is: Predict the product of the given reaction. (1) Given the reactants [CH3:1][O:2][C:3]([C:5]1([NH:14][C:15](=[O:25])[C:16]2[CH:21]=[CH:20][C:19]([O:22][CH3:23])=[C:18]([OH:24])[CH:17]=2)[CH2:13][C:12]2[C:7](=[CH:8][CH:9]=[CH:10][CH:11]=2)[CH2:6]1)=[O:4].C1(P(C2C=CC=CC=2)C2C=CC=CC=2)C=CC=CC=1.[CH3:45][S:46][C:47]1[CH:48]=[C:49]([CH2:53][CH2:54]O)[CH:50]=[CH:51][CH:52]=1.CC(OC(/N=N/C(OC(C)C)=O)=O)C, predict the reaction product. The product is: [CH3:1][O:2][C:3]([C:5]1([NH:14][C:15](=[O:25])[C:16]2[CH:21]=[CH:20][C:19]([O:22][CH3:23])=[C:18]([O:24][CH2:54][CH2:53][C:49]3[CH:50]=[CH:51][CH:52]=[C:47]([S:46][CH3:45])[CH:48]=3)[CH:17]=2)[CH2:6][C:7]2[C:12](=[CH:11][CH:10]=[CH:9][CH:8]=2)[CH2:13]1)=[O:4]. (2) Given the reactants [CH3:1][C@@:2]12[C@@H:10]([OH:11])[CH2:9][CH2:8][C@H:7]1[C@@H:6]1[CH2:12][CH2:13][C:14]3[C@@H:20]([C@H:5]1[CH2:4][CH2:3]2)[CH2:19][CH2:18][C:16](=[O:17])[CH:15]=3, predict the reaction product. The product is: [CH3:1][C@:2]12[CH2:3][CH2:4][C@H:5]3[C@@H:6]([CH2:12][CH2:13][C:14]4[C@@H:20]3[CH2:19][CH2:18][C:16](=[O:17])[CH:15]=4)[C@@H:7]1[CH2:8][CH2:9][C:10]2=[O:11]. (3) Given the reactants [OH:1][CH:2]([C:6]1[CH:11]=[CH:10][C:9]([C:12]2[N:16]=[C:15]([C:17]3[C:21]([C:22]([F:25])([F:24])[F:23])=[C:20]([C:26]4[CH:31]=[CH:30][CH:29]=[CH:28][CH:27]=4)[O:19][N:18]=3)[O:14][N:13]=2)=[CH:8][CH:7]=1)[C:3](O)=[O:4].[NH2:32][CH2:33][C:34]([NH:36][CH3:37])=[O:35].CN(C(ON1N=NC2C=CC=NC1=2)=[N+](C)C)C.F[P-](F)(F)(F)(F)F.CN1CCOCC1, predict the reaction product. The product is: [OH:1][CH:2]([C:6]1[CH:7]=[CH:8][C:9]([C:12]2[N:16]=[C:15]([C:17]3[C:21]([C:22]([F:23])([F:25])[F:24])=[C:20]([C:26]4[CH:27]=[CH:28][CH:29]=[CH:30][CH:31]=4)[O:19][N:18]=3)[O:14][N:13]=2)=[CH:10][CH:11]=1)[C:3]([NH:32][CH2:33][C:34]([NH:36][CH3:37])=[O:35])=[O:4]. (4) Given the reactants C([C:4]1[CH:5]=[C:6]2[C:10](=[CH:11][CH:12]=1)[N:9]([CH2:13][C:14]([F:17])([F:16])[F:15])[C:8](=[O:18])[CH2:7]2)(=O)C.[CH2:19]([OH:22])[CH2:20][OH:21].[C:23]1(C)C=CC(S(O)(=O)=O)=C[CH:24]=1, predict the reaction product. The product is: [CH3:23][C:24]1([CH:7]2[C:6]3[C:10](=[CH:11][CH:12]=[CH:4][CH:5]=3)[N:9]([CH2:13][C:14]([F:15])([F:16])[F:17])[C:8]2=[O:18])[O:22][CH2:19][CH2:20][O:21]1. (5) Given the reactants [N+:1]([C:4]1[CH:9]=[C:8]([C:10]2[NH:14][C:13]3[CH:15]=[CH:16][C:17]([N:19]4[CH2:24][CH2:23][S:22][CH2:21][CH2:20]4)=[CH:18][C:12]=3[N:11]=2)[CH:7]=[CH:6][C:5]=1[NH2:25])([O-])=O, predict the reaction product. The product is: [N:19]1([C:17]2[CH:16]=[CH:15][C:13]3[NH:14][C:10]([C:8]4[CH:9]=[C:4]([NH2:1])[C:5]([NH2:25])=[CH:6][CH:7]=4)=[N:11][C:12]=3[CH:18]=2)[CH2:20][CH2:21][S:22][CH2:23][CH2:24]1. (6) Given the reactants [CH2:1]([NH:8][C:9](=[O:49])[C@@H:10]([OH:48])[CH:11]([NH:19][C:20](=[O:47])[C@@H:21]([NH:31][C:32](=[O:46])[C@@H:33]([NH:35][S:36]([C:39]1[C:40]([CH3:45])=[CH:41][CH:42]=[CH:43][CH:44]=1)(=[O:38])=[O:37])[CH3:34])[CH2:22][C:23]1[CH:28]=[CH:27][C:26]([O:29][CH3:30])=[CH:25][CH:24]=1)[CH2:12][C:13]1[CH:18]=[CH:17][CH:16]=[CH:15][CH:14]=1)[C:2]1[CH:7]=[CH:6][CH:5]=[CH:4][CH:3]=1.CC(OI1(OC(C)=O)(OC(C)=O)OC(=O)C2C=CC=CC1=2)=O, predict the reaction product. The product is: [CH2:1]([NH:8][C:9](=[O:49])[C:10](=[O:48])[C@@H:11]([NH:19][C:20](=[O:47])[C@@H:21]([NH:31][C:32](=[O:46])[C@@H:33]([NH:35][S:36]([C:39]1[C:40]([CH3:45])=[CH:41][CH:42]=[CH:43][CH:44]=1)(=[O:38])=[O:37])[CH3:34])[CH2:22][C:23]1[CH:28]=[CH:27][C:26]([O:29][CH3:30])=[CH:25][CH:24]=1)[CH2:12][C:13]1[CH:18]=[CH:17][CH:16]=[CH:15][CH:14]=1)[C:2]1[CH:3]=[CH:4][CH:5]=[CH:6][CH:7]=1.